From a dataset of Full USPTO retrosynthesis dataset with 1.9M reactions from patents (1976-2016). Predict the reactants needed to synthesize the given product. Given the product [F:1][C:2]1[CH:3]=[CH:4][C:5]([OH:11])=[C:6]([C:13]2[C:14]([N+:24]([O-:26])=[O:25])=[N:15][N:16]([CH:18]3[CH2:23][CH2:22][CH2:21][CH2:20][O:19]3)[CH:17]=2)[CH:7]=1, predict the reactants needed to synthesize it. The reactants are: [F:1][C:2]1[CH:3]=[CH:4][C:5]([OH:11])=[C:6](B(O)O)[CH:7]=1.Br[C:13]1[C:14]([N+:24]([O-:26])=[O:25])=[N:15][N:16]([CH:18]2[CH2:23][CH2:22][CH2:21][CH2:20][O:19]2)[CH:17]=1.BrC1C=NN(C2CCCCO2)C=1[N+]([O-])=O.C(=O)([O-])[O-].[K+].[K+].